Dataset: Full USPTO retrosynthesis dataset with 1.9M reactions from patents (1976-2016). Task: Predict the reactants needed to synthesize the given product. Given the product [N:1]1[C:10]2[C:5](=[CH:6][CH:7]=[CH:8][CH:9]=2)[CH:4]=[C:3]([CH2:11][OH:12])[CH:2]=1, predict the reactants needed to synthesize it. The reactants are: [N:1]1[C:10]2[C:5](=[CH:6][CH:7]=[CH:8][CH:9]=2)[CH:4]=[C:3]([CH:11]=[O:12])[CH:2]=1.[BH4-].[Na+].